This data is from Reaction yield outcomes from USPTO patents with 853,638 reactions. The task is: Predict the reaction yield, written as a fraction of the theoretical maximum amount of product (1.0 means a 100% yield; for example, 0.34 means a 34% yield). The reactants are [F:1][C:2]1[CH:3]=[C:4]([CH:31]=[CH:32][C:33]=1[NH:34][C:35]([C:37]1([C:40](=[O:49])[NH:41]C2C=CC(F)=CC=2)[CH2:39][CH2:38]1)=[O:36])[O:5][C:6]1[CH:11]=[CH:10][N:9]=[C:8]([N:12](C(OC2C=CC=CC=2)=O)C(=O)OC2C=CC=CC=2)[CH:7]=1.[CH3:50][N:51]1[CH2:56][CH2:55][N:54]([CH:57]2[CH2:62]CNC[CH2:58]2)[CH2:53][CH2:52]1.[CH3:63][N:64]([CH3:67])[CH:65]=[O:66]. No catalyst specified. The product is [F:1][C:2]1[CH:3]=[C:4]([O:5][C:6]2[CH:11]=[CH:10][N:9]=[C:8]([NH:12][C:65]([N:64]3[CH2:67][CH2:58][CH:57]([N:54]4[CH2:53][CH2:52][N:51]([CH3:50])[CH2:56][CH2:55]4)[CH2:62][CH2:63]3)=[O:66])[CH:7]=2)[CH:31]=[CH:32][C:33]=1[N:34]([C:31]1[CH:4]=[CH:3][C:2]([F:1])=[CH:33][CH:32]=1)[C:35]([C:37]1([C:40]([NH2:41])=[O:49])[CH2:38][CH2:39]1)=[O:36]. The yield is 0.728.